This data is from Forward reaction prediction with 1.9M reactions from USPTO patents (1976-2016). The task is: Predict the product of the given reaction. (1) Given the reactants [NH2:1][C:2]1[CH:7]=[CH:6][C:5]([C:8]([F:11])([F:10])[F:9])=[CH:4][C:3]=1[NH2:12].[N+:13]([C:16]1[CH:24]=[CH:23][C:19]([C:20](O)=O)=[CH:18][CH:17]=1)([O-:15])=[O:14], predict the reaction product. The product is: [N+:13]([C:16]1[CH:24]=[CH:23][C:19]([C:20]2[NH:12][C:3]3[CH:4]=[C:5]([C:8]([F:9])([F:10])[F:11])[CH:6]=[CH:7][C:2]=3[N:1]=2)=[CH:18][CH:17]=1)([O-:15])=[O:14]. (2) Given the reactants [C:1]([O:5][C:6]([NH:8][CH:9]1[CH:13]([OH:14])[CH2:12][N:11]([C:15]([O:17][CH2:18][C:19]2[CH:24]=[CH:23][CH:22]=[CH:21][CH:20]=2)=[O:16])[CH2:10]1)=[O:7])([CH3:4])([CH3:3])[CH3:2].[H-].[Na+].[CH2:27](Br)[CH:28]=[CH2:29].O, predict the reaction product. The product is: [CH2:29]([O:14][C@@H:13]1[C@@H:9]([NH:8][C:6]([O:5][C:1]([CH3:4])([CH3:2])[CH3:3])=[O:7])[CH2:10][N:11]([C:15]([O:17][CH2:18][C:19]2[CH:24]=[CH:23][CH:22]=[CH:21][CH:20]=2)=[O:16])[CH2:12]1)[CH:28]=[CH2:27]. (3) Given the reactants CS(C)=O.[H-].[Na+].[I-].[CH3:8][S+](C)C.[F:12][C:13]([F:24])([F:23])[C:14]1[N:19]=[CH:18][C:17]([C:20](=[O:22])[CH3:21])=[CH:16][CH:15]=1, predict the reaction product. The product is: [F:24][C:13]([F:23])([F:12])[C:14]1[CH:15]=[CH:16][C:17]([C:20]2([CH3:8])[CH2:21][O:22]2)=[CH:18][N:19]=1. (4) Given the reactants Cl[C:2]1[C:3]2[S:10][CH:9]=[CH:8][C:4]=2[N:5]=[CH:6][N:7]=1.[NH2:11][C:12]1[CH:13]=[C:14](B(O)O)[CH:15]=[CH:16][CH:17]=1, predict the reaction product. The product is: [N:5]1[C:4]2[CH:8]=[CH:9][S:10][C:3]=2[C:2]([C:16]2[CH:17]=[C:12]([NH2:11])[CH:13]=[CH:14][CH:15]=2)=[N:7][CH:6]=1. (5) Given the reactants [C:1]1([C:7]2[C:12](B(O)O)=[CH:11][CH:10]=[CH:9][N:8]=2)[CH:6]=[CH:5][CH:4]=[CH:3][CH:2]=1.[CH3:16][C:17]1[C:21]([C:22]2[CH:23]=[C:24](C3C(C)=CC=C4C=3C=CC=N4)[C:25]3[N:29]=[C:28]([NH:30][S:31]([CH3:34])(=[O:33])=[O:32])[NH:27][C:26]=3[CH:35]=2)=[C:20]([CH3:47])[O:19][N:18]=1, predict the reaction product. The product is: [CH3:16][C:17]1[C:21]([C:22]2[CH:23]=[C:24]([C:12]3[C:7]([C:1]4[CH:6]=[CH:5][CH:4]=[CH:3][CH:2]=4)=[N:8][CH:9]=[CH:10][CH:11]=3)[C:25]3[N:29]=[C:28]([NH:30][S:31]([CH3:34])(=[O:32])=[O:33])[NH:27][C:26]=3[CH:35]=2)=[C:20]([CH3:47])[O:19][N:18]=1. (6) Given the reactants [ClH:1].Cl.[C:3]12([CH2:13][C:14]([NH:16][C:17]3[C:26]([CH3:27])=[CH:25][CH:24]=[C:23]4[C:18]=3[CH:19]=[CH:20][C:21]([N:28]3[CH2:33][CH2:32][NH:31][CH2:30][CH2:29]3)=[N:22]4)=[O:15])[CH2:12][CH:7]3[CH2:8][CH:9]([CH2:11][CH:5]([CH2:6]3)[CH2:4]1)[CH2:10]2.[Si]([O:41][CH2:42][CH:43]=O)(C(C)(C)C)(C)C.C(O[BH-](OC(=O)C)OC(=O)C)(=O)C.[Na+].C(=O)(O)[O-].[Na+], predict the reaction product. The product is: [ClH:1].[ClH:1].[C:3]12([CH2:13][C:14]([NH:16][C:17]3[C:26]([CH3:27])=[CH:25][CH:24]=[C:23]4[C:18]=3[CH:19]=[CH:20][C:21]([N:28]3[CH2:29][CH2:30][N:31]([CH2:43][CH2:42][OH:41])[CH2:32][CH2:33]3)=[N:22]4)=[O:15])[CH2:4][CH:5]3[CH2:6][CH:7]([CH2:8][CH:9]([CH2:11]3)[CH2:10]1)[CH2:12]2. (7) Given the reactants Cl.O1CCOCC1.[Cl:8][C:9]1[C:10]([CH3:48])=[C:11]([CH:35]2[CH2:40][CH2:39][N:38](C(OC(C)(C)C)=O)[CH2:37][CH2:36]2)[C:12]([O:33][CH3:34])=[C:13]([CH:15]([NH:17][C:18]2[N:26]=[CH:25][N:24]=[C:23]3[C:19]=2[N:20]=[CH:21][N:22]3C2CCCCO2)[CH3:16])[CH:14]=1.C(Cl)[Cl:50], predict the reaction product. The product is: [Cl:8][C:9]1[C:10]([CH3:48])=[C:11]([CH:35]2[CH2:40][CH2:39][NH:38][CH2:37][CH2:36]2)[C:12]([O:33][CH3:34])=[C:13]([CH:15]([NH:17][C:18]2[N:26]=[CH:25][N:24]=[C:23]3[C:19]=2[N:20]=[CH:21][NH:22]3)[CH3:16])[CH:14]=1.[ClH:50]. (8) Given the reactants [Cl:1][C:2]1[S:6][C:5]([C:7]([NH:9][C:10]2[CH:18]=[CH:17][CH:16]=[C:15]3[C:11]=2[C:12](=[O:30])[N:13]([CH2:20][CH2:21][C:22](=[O:29])[N:23]2[CH2:28][CH2:27][NH:26][CH2:25][CH2:24]2)[C:14]3=[O:19])=[O:8])=[CH:4][CH:3]=1.C(N(CC)CC)C.[C:38](OC(=O)C)(=[O:40])[CH3:39], predict the reaction product. The product is: [C:38]([N:26]1[CH2:25][CH2:24][N:23]([C:22](=[O:29])[CH2:21][CH2:20][N:13]2[C:12](=[O:30])[C:11]3[C:15](=[CH:16][CH:17]=[CH:18][C:10]=3[NH:9][C:7]([C:5]3[S:6][C:2]([Cl:1])=[CH:3][CH:4]=3)=[O:8])[C:14]2=[O:19])[CH2:28][CH2:27]1)(=[O:40])[CH3:39]. (9) Given the reactants [CH3:1][O:2][C:3]1[C:4]([OH:21])=[CH:5][C:6]([OH:20])=[C:7]2[C:12](=[O:13])[CH:11]=[C:10]([C:14]3[CH:15]=[CH:16][CH:17]=[CH:18][CH:19]=3)[O:9][C:8]=12.[CH2:22]=O.[NH:24]1[CH2:29][CH2:28][CH2:27][CH2:26][CH2:25]1, predict the reaction product. The product is: [OH:20][C:6]1[C:5]([CH2:22][N:24]2[CH2:29][CH2:28][CH2:27][CH2:26][CH2:25]2)=[C:4]([OH:21])[C:3]([O:2][CH3:1])=[C:8]2[C:7]=1[C:12](=[O:13])[CH:11]=[C:10]([C:14]1[CH:19]=[CH:18][CH:17]=[CH:16][CH:15]=1)[O:9]2. (10) Given the reactants [C:1]([NH:5][C:6](=[O:39])[CH2:7][O:8][C:9]1[CH:10]=[CH:11][C:12]2[O:16][C:15]([NH:17][CH:18]3[CH2:23][CH2:22][N:21]([CH2:24][C:25]4[CH:30]=[C:29]([O:31][CH2:32][CH3:33])[C:28](F)=[C:27]([O:35][CH2:36][CH3:37])[CH:26]=4)[CH2:20][CH2:19]3)=[N:14][C:13]=2[CH:38]=1)([CH3:4])([CH3:3])[CH3:2].[Cl:40]C1C(OCC)=CC(C=O)=CC=1OCC.C([BH3-])#N.[Na+].C(N(C(C)C)C(C)C)C, predict the reaction product. The product is: [C:1]([NH:5][C:6](=[O:39])[CH2:7][O:8][C:9]1[CH:10]=[CH:11][C:12]2[O:16][C:15]([NH:17][CH:18]3[CH2:23][CH2:22][N:21]([CH2:24][C:25]4[CH:30]=[C:29]([O:31][CH2:32][CH3:33])[C:28]([Cl:40])=[C:27]([O:35][CH2:36][CH3:37])[CH:26]=4)[CH2:20][CH2:19]3)=[N:14][C:13]=2[CH:38]=1)([CH3:4])([CH3:3])[CH3:2].